Dataset: Reaction yield outcomes from USPTO patents with 853,638 reactions. Task: Predict the reaction yield, written as a fraction of the theoretical maximum amount of product (1.0 means a 100% yield; for example, 0.34 means a 34% yield). (1) The reactants are [NH2:1][C:2]1[CH:15]=[CH:14][CH:13]=[CH:12][C:3]=1C(C1C=CC=CN=1)=O.[F:16][C:17]([F:28])([F:27])[C:18](O[C:18](=[O:19])[C:17]([F:28])([F:27])[F:16])=[O:19]. The catalyst is C(Cl)(Cl)Cl. The product is [F:16][C:17]([F:28])([F:27])[C:18]([NH:1][C:2]1[CH:3]=[CH:12][CH:13]=[CH:14][CH:15]=1)=[O:19]. The yield is 0.990. (2) The product is [C:20]([O:45][C:42]([N:13]1[CH2:17][CH:16]2[CH:12]1[CH2:11][NH:10][CH2:15]2)=[O:44])([CH3:25])([CH3:21])[CH3:19]. The catalyst is C(#N)C.O. The reactants are C(OC(=O)[N:10]([CH2:15][CH:16]=[CH2:17])[CH2:11][CH:12]=[N:13]O)C1C=CC=CC=1.[CH2:19](OC(=O)N(CC=C)CC=O)[C:20]1[CH:25]=CC=C[CH:21]=1.Cl.NO.O.O.O.[C:42]([O-:45])(=[O:44])C.[Na+]. The yield is 0.970. (3) The reactants are [CH2:1]([O:8][C:9]1[C:14]2[CH:15]=[C:16]([C:18]3[N:19]=[C:20]4[N:24]([CH:25]=3)[N:23]=[C:22](Br)[S:21]4)[O:17][C:13]=2[CH:12]=[C:11]([O:27][CH3:28])[CH:10]=1)[C:2]1[CH:7]=[CH:6][CH:5]=[CH:4][CH:3]=1.[CH3:29][O-:30].[Na+]. The catalyst is ClCCl.CO. The product is [CH2:1]([O:8][C:9]1[C:14]2[CH:15]=[C:16]([C:18]3[N:19]=[C:20]4[N:24]([CH:25]=3)[N:23]=[C:22]([O:30][CH3:29])[S:21]4)[O:17][C:13]=2[CH:12]=[C:11]([O:27][CH3:28])[CH:10]=1)[C:2]1[CH:7]=[CH:6][CH:5]=[CH:4][CH:3]=1. The yield is 0.830. (4) The reactants are C(O)(=O)C.[CH:5]1([CH2:8][O:9][C:10]2[CH:15]=[CH:14][CH:13]=[C:12](/[CH:16]=[CH:17]/[N+:18]([O-:20])=[O:19])[CH:11]=2)[CH2:7][CH2:6]1.[BH4-].[Na+]. The catalyst is CS(C)=O. The product is [CH:5]1([CH2:8][O:9][C:10]2[CH:15]=[CH:14][CH:13]=[C:12]([CH2:16][CH2:17][N+:18]([O-:20])=[O:19])[CH:11]=2)[CH2:7][CH2:6]1. The yield is 0.590.